The task is: Predict which catalyst facilitates the given reaction.. This data is from Catalyst prediction with 721,799 reactions and 888 catalyst types from USPTO. (1) Reactant: [CH:1]([C:3]1[N:4]=[CH:5][S:6][C:7]=1[CH2:8]O)=[CH2:2].[Br:10]P(Br)Br. Product: [BrH:10].[Br:10][CH2:8][C:7]1[S:6][CH:5]=[N:4][C:3]=1[CH:1]=[CH2:2]. The catalyst class is: 4. (2) Reactant: FC(F)(F)S([O-])(=O)=O.[Mg+2].FC(F)(F)S([O-])(=O)=O.[O:18]1[CH2:20][C@H:19]1[C:21]([O:23][CH3:24])=[O:22].[Si:25]([O:32][CH2:33][C@@H:34]([OH:36])[CH3:35])([C:28]([CH3:31])([CH3:30])[CH3:29])([CH3:27])[CH3:26]. Product: [Si:25]([O:32][CH2:33][C@@H:34]([O:36][CH2:20][C@H:19]([OH:18])[C:21]([O:23][CH3:24])=[O:22])[CH3:35])([C:28]([CH3:31])([CH3:30])[CH3:29])([CH3:27])[CH3:26]. The catalyst class is: 25. (3) Reactant: CC1C=CC(S(O[CH2:12][C@H:13]2[CH2:26][O:25][C:16]3[CH:17]=[CH:18][C:19]4[N:20]=[C:21]([CH3:24])[O:22][C:23]=4[C:15]=3[O:14]2)(=O)=O)=CC=1.[NH:27]1[CH2:32][CH2:31][CH2:30][CH2:29][CH2:28]1.C(O)(=O)/C=C/C(O)=O. Product: [CH3:24][C:21]1[O:22][C:23]2=[C:15]3[C:16](=[CH:17][CH:18]=[C:19]2[N:20]=1)[O:25][CH2:26][CH:13]([CH2:12][N:27]1[CH2:32][CH2:31][CH2:30][CH2:29][CH2:28]1)[O:14]3. The catalyst class is: 8. (4) Reactant: [Cl:1][C:2]1[C:3]([C:12]([F:15])([F:14])[F:13])=[C:4]([OH:11])[C:5]([N+:8]([O-:10])=[O:9])=[CH:6][CH:7]=1.[C:16](=O)([O-])[O-].[Cs+].[Cs+].IC.O. Product: [Cl:1][C:2]1[CH:7]=[CH:6][C:5]([N+:8]([O-:10])=[O:9])=[C:4]([O:11][CH3:16])[C:3]=1[C:12]([F:13])([F:14])[F:15]. The catalyst class is: 31. (5) Reactant: F[C:2]1C=[CH:6][C:5]([F:8])=[CH:4][C:3]=1[CH:9]1[CH2:13][CH2:12][CH2:11][N:10]1[C:14]1[CH:19]=[CH:18][N:17]2[N:20]=[CH:21][C:22]([C:23](O)=[O:24])=[C:16]2[N:15]=1.Cl.[C:27]([NH:33][NH2:34])(=[O:32])[C:28]([CH3:31])([CH3:30])[CH3:29].CC[N:37](C(C)C)C(C)C.CN(C(ON1N=NC2C=CC=NC1=2)=[N+](C)C)C.F[P-](F)(F)(F)(F)F. Product: [F:8][C:5]1[CH:4]=[C:3]([CH:9]2[CH2:13][CH2:12][CH2:11][N:10]2[C:14]2[CH:19]=[CH:18][N:17]3[N:20]=[CH:21][C:22]([C:23]([NH:34][NH:33][C:27](=[O:32])[C:28]([CH3:31])([CH3:30])[CH3:29])=[O:24])=[C:16]3[N:15]=2)[CH:2]=[N:37][CH:6]=1. The catalyst class is: 18. (6) Reactant: [Br:1][C:2]1[CH:3]=[CH:4][C:5](N)=[N:6][C:7]=1[CH3:8].Br.[Br:11]C1C=CC(N)=NC=1C.Br.BrBr.N([O-])=O.[Na+].[OH-].[Na+]. Product: [Br:11][C:5]1[CH:4]=[CH:3][C:2]([Br:1])=[C:7]([CH3:8])[N:6]=1. The catalyst class is: 6.